From a dataset of Catalyst prediction with 721,799 reactions and 888 catalyst types from USPTO. Predict which catalyst facilitates the given reaction. Reactant: [Cl:1][C:2]1[CH:3]=[C:4]([CH3:19])[C:5]2[O:11][CH2:10][CH2:9][CH2:8][CH:7]([NH:12][S:13]([CH2:16][CH3:17])(=[O:15])=[O:14])[C:6]=2[CH:18]=1.[H-].[Na+].[CH3:22]I. Product: [Cl:1][C:2]1[CH:3]=[C:4]([CH3:19])[C:5]2[O:11][CH2:10][CH2:9][CH2:8][CH:7]([N:12]([S:13]([CH2:16][CH3:17])(=[O:14])=[O:15])[CH3:22])[C:6]=2[CH:18]=1. The catalyst class is: 1.